Dataset: Reaction yield outcomes from USPTO patents with 853,638 reactions. Task: Predict the reaction yield, written as a fraction of the theoretical maximum amount of product (1.0 means a 100% yield; for example, 0.34 means a 34% yield). The reactants are [CH:1]([C:3]1[CH:7]=[CH:6][S:5][C:4]=1[CH:8]([CH2:11][CH2:12][CH3:13])[C:9]#[N:10])=O.Cl.NO.C([O-])(=O)C.[Na+].C1N=C[N:24](C(N2C=NC=C2)=O)C=1. The catalyst is C(O)C.[Cl-].[Na+].O.CN(C)C=O.C(N(CC)CC)C. The product is [C:1]([C:3]1[CH:7]=[CH:6][S:5][C:4]=1[CH:8]([CH2:11][CH2:12][CH3:13])[C:9]#[N:10])#[N:24]. The yield is 0.637.